From a dataset of Full USPTO retrosynthesis dataset with 1.9M reactions from patents (1976-2016). Predict the reactants needed to synthesize the given product. (1) Given the product [Cl:59][CH2:58][C@H:46]1[C:45]2[C:44]3[CH:60]=[CH:61][CH:62]=[CH:63][C:43]=3[C:42]([O:41][CH2:40][C:39]3[CH:38]=[CH:37][C:36]([NH:35][C:33](=[O:34])[C@@H:32]([NH:31][C:29](=[O:30])[C@@H:28]([NH:27][C:25](=[O:26])[O:24][CH2:23][CH:21]4[C:20]5[CH:19]=[CH:18][CH:17]=[CH:16][C:15]=5[C:14]5[C:22]4=[CH:10][CH:11]=[CH:12][CH:13]=5)[CH:73]([CH3:75])[CH3:74])[CH2:66][CH2:67][CH2:68][NH:69][C:70]([NH2:72])=[O:71])=[CH:65][CH:64]=3)=[CH:50][C:49]=2[NH:48][CH2:47]1, predict the reactants needed to synthesize it. The reactants are: B(F)(F)F.CCOCC.[CH:10]1[C:22]2[CH:21]([CH2:23][O:24][C:25]([NH:27][C@@H:28]([CH:73]([CH3:75])[CH3:74])[C:29]([NH:31][C@@H:32]([CH2:66][CH2:67][CH2:68][NH:69][C:70]([NH2:72])=[O:71])[C:33]([NH:35][C:36]3[CH:65]=[CH:64][C:39]([CH2:40][O:41][C:42]4[C:43]5[CH:63]=[CH:62][CH:61]=[CH:60][C:44]=5[C:45]5[C@H:46]([CH2:58][Cl:59])[CH2:47][N:48](C(OC(C)(C)C)=O)[C:49]=5[CH:50]=4)=[CH:38][CH:37]=3)=[O:34])=[O:30])=[O:26])[C:20]3[C:15](=[CH:16][CH:17]=[CH:18][CH:19]=3)[C:14]=2[CH:13]=[CH:12][CH:11]=1. (2) Given the product [CH3:1][C:2]1([C:5]2[CH:6]=[CH:7][C:8]([CH2:9][NH:10][S:26]([C:22]3[CH:21]=[N:20][CH:25]=[CH:24][CH:23]=3)(=[O:28])=[O:27])=[CH:11][CH:12]=2)[CH2:3][CH2:4]1, predict the reactants needed to synthesize it. The reactants are: [CH3:1][C:2]1([C:5]2[CH:12]=[CH:11][C:8]([CH2:9][NH2:10])=[CH:7][CH:6]=2)[CH2:4][CH2:3]1.C(N(CC)CC)C.[N:20]1[CH:25]=[CH:24][CH:23]=[C:22]([S:26](Cl)(=[O:28])=[O:27])[CH:21]=1.